Dataset: Full USPTO retrosynthesis dataset with 1.9M reactions from patents (1976-2016). Task: Predict the reactants needed to synthesize the given product. (1) Given the product [CH:1]1([N:6]2[CH2:12][C:11]([F:13])([F:14])[C:10](=[O:15])[N:9]([CH3:16])[C:8]3[CH:17]=[N:18][C:19]([NH:21][C:22]4[CH:36]=[CH:35][C:25]([C:26]([NH:28][CH:29]5[CH2:34][CH2:33][N:32]([C:42](=[O:43])[CH2:41][N:40]([CH3:45])[CH3:39])[CH2:31][CH2:30]5)=[O:27])=[CH:24][C:23]=4[O:37][CH3:38])=[N:20][C:7]2=3)[CH2:2][CH2:3][CH2:4][CH2:5]1, predict the reactants needed to synthesize it. The reactants are: [CH:1]1([N:6]2[CH2:12][C:11]([F:14])([F:13])[C:10](=[O:15])[N:9]([CH3:16])[C:8]3[CH:17]=[N:18][C:19]([NH:21][C:22]4[CH:36]=[CH:35][C:25]([C:26]([NH:28][CH:29]5[CH2:34][CH2:33][NH:32][CH2:31][CH2:30]5)=[O:27])=[CH:24][C:23]=4[O:37][CH3:38])=[N:20][C:7]2=3)[CH2:5][CH2:4][CH2:3][CH2:2]1.[CH3:39][N:40]([CH3:45])[CH2:41][C:42](Cl)=[O:43]. (2) Given the product [CH3:18][N:15]1[CH2:16][CH2:17][CH:12]([N:6]2[CH2:5][C:4]3[C:8](=[CH:9][CH:10]=[C:2]([B:22]4[O:23][C:24]([CH3:26])([CH3:25])[C:20]([CH3:36])([CH3:19])[O:21]4)[CH:3]=3)[C:7]2=[O:11])[CH2:13][CH2:14]1, predict the reactants needed to synthesize it. The reactants are: Br[C:2]1[CH:3]=[C:4]2[C:8](=[CH:9][CH:10]=1)[C:7](=[O:11])[N:6]([CH:12]1[CH2:17][CH2:16][N:15]([CH3:18])[CH2:14][CH2:13]1)[CH2:5]2.[CH3:19][C:20]1([CH3:36])[C:24]([CH3:26])([CH3:25])[O:23][B:22]([B:22]2[O:23][C:24]([CH3:26])([CH3:25])[C:20]([CH3:36])([CH3:19])[O:21]2)[O:21]1. (3) The reactants are: [OH:1][C:2]1[C:9]([CH3:10])=[C:8]([O:11][CH2:12][CH2:13][CH3:14])[CH:7]=[CH:6][C:3]=1[CH:4]=[O:5].C([O-])([O-])=O.[K+].[K+].[I-].[K+].Cl.Cl[CH2:25][CH2:26][N:27]([CH3:29])[CH3:28]. Given the product [CH3:28][N:27]([CH3:29])[CH2:26][CH2:25][O:1][C:2]1[C:9]([CH3:10])=[C:8]([O:11][CH2:12][CH2:13][CH3:14])[CH:7]=[CH:6][C:3]=1[CH:4]=[O:5], predict the reactants needed to synthesize it.